From a dataset of NCI-60 drug combinations with 297,098 pairs across 59 cell lines. Regression. Given two drug SMILES strings and cell line genomic features, predict the synergy score measuring deviation from expected non-interaction effect. Drug 1: CC1=C(C=C(C=C1)NC2=NC=CC(=N2)N(C)C3=CC4=NN(C(=C4C=C3)C)C)S(=O)(=O)N.Cl. Drug 2: CC1OCC2C(O1)C(C(C(O2)OC3C4COC(=O)C4C(C5=CC6=C(C=C35)OCO6)C7=CC(=C(C(=C7)OC)O)OC)O)O. Cell line: HT29. Synergy scores: CSS=22.1, Synergy_ZIP=7.52, Synergy_Bliss=9.55, Synergy_Loewe=-6.78, Synergy_HSA=7.35.